Dataset: HIV replication inhibition screening data with 41,000+ compounds from the AIDS Antiviral Screen. Task: Binary Classification. Given a drug SMILES string, predict its activity (active/inactive) in a high-throughput screening assay against a specified biological target. (1) The molecule is Cc1cccc(NC(=O)CC(=O)N2N=C(N(CCC#N)c3ccccc3Cl)CC2c2ccccc2)c1. The result is 0 (inactive). (2) The compound is CCOC(=O)c1cc(=O)oc2c1N(C)c1ncccc1N2. The result is 0 (inactive). (3) The compound is CCc1cc(-c2cccc3ccccc23)c(C#N)c(S)n1. The result is 0 (inactive). (4) The molecule is Cc1ccc(-n2c3nc(=O)n(C)c(=O)c-3nc3ccccc32)c(C)c1. The result is 0 (inactive). (5) The drug is CC(=O)N(C)OC(=O)CC(=O)c1ccccc1. The result is 0 (inactive). (6) The drug is CC(NC(=O)OC(C)(C)C)C(=O)NC(Cc1ccccc1)C(=O)NCC(=O)Oc1c(Cl)c(Cl)c(Cl)c(Cl)c1Cl. The result is 0 (inactive). (7) The result is 0 (inactive). The drug is CC(=C1N=C(c2cc([N+](=O)[O-])ccc2Cl)N(c2ccc(Br)cc2)C1=O)c1ccc(N(CCC#N)CCC#N)cc1C. (8) The compound is NCCC(=O)NCS(=O)(=O)O. The result is 0 (inactive). (9) The molecule is CC1CC(C2=CC=CCS2)=Nc2ccccc2S1. The result is 0 (inactive).